From a dataset of Full USPTO retrosynthesis dataset with 1.9M reactions from patents (1976-2016). Predict the reactants needed to synthesize the given product. (1) Given the product [F:36][C:35]1[CH:34]=[CH:33][C:16]([O:17][C:18]2[N:23]=[C:22]3[S:24][C:25]([NH:27][C:28]([CH:30]4[CH2:32][CH2:31]4)=[O:29])=[N:26][C:21]3=[CH:20][CH:19]=2)=[CH:15][C:14]=1[NH:13][C:1](=[O:12])[NH:53][CH2:52][C:47]1[CH:48]=[CH:49][CH:50]=[CH:51][C:46]=1[C:45]([F:44])([F:54])[F:55], predict the reactants needed to synthesize it. The reactants are: [C:1](=[O:12])(OC(Cl)(Cl)Cl)OC(Cl)(Cl)Cl.[NH2:13][C:14]1[CH:15]=[C:16]([CH:33]=[CH:34][C:35]=1[F:36])[O:17][C:18]1[N:23]=[C:22]2[S:24][C:25]([NH:27][C:28]([CH:30]3[CH2:32][CH2:31]3)=[O:29])=[N:26][C:21]2=[CH:20][CH:19]=1.C(N(CC)CC)C.[F:44][C:45]([F:55])([F:54])[C:46]1[CH:51]=[CH:50][CH:49]=[CH:48][C:47]=1[CH2:52][NH2:53]. (2) Given the product [CH3:1][O:2][C:3]1[CH:4]=[C:5]([NH:9][C:30]2[N:29]=[C:28]([C:21]3[C:22]4[C:23](=[N:24][CH:25]=[CH:26][CH:27]=4)[NH:19][CH:20]=3)[CH:33]=[CH:32][N:31]=2)[CH:6]=[CH:7][CH:8]=1, predict the reactants needed to synthesize it. The reactants are: [CH3:1][O:2][C:3]1[CH:8]=[CH:7][CH:6]=[C:5]([NH2:9])[CH:4]=1.C1(S([N:19]2[C:23]3=[N:24][CH:25]=[CH:26][CH:27]=[C:22]3[C:21]([C:28]3[CH:33]=[CH:32][N:31]=[C:30](Cl)[N:29]=3)=[CH:20]2)(=O)=O)C=CC=CC=1.